This data is from Peptide-MHC class II binding affinity with 134,281 pairs from IEDB. The task is: Regression. Given a peptide amino acid sequence and an MHC pseudo amino acid sequence, predict their binding affinity value. This is MHC class II binding data. (1) The peptide sequence is PGESRHTSDHMSIYK. The MHC is DRB4_0101 with pseudo-sequence DRB4_0103. The binding affinity (normalized) is 0.368. (2) The peptide sequence is IGPEAAEAAAAAPAA. The MHC is HLA-DQA10102-DQB10602 with pseudo-sequence HLA-DQA10102-DQB10602. The binding affinity (normalized) is 0.600. (3) The peptide sequence is EKKYFAATQFTPLAA. The MHC is DRB1_0101 with pseudo-sequence DRB1_0101. The binding affinity (normalized) is 0.498. (4) The peptide sequence is EKKYFAATQFEDLAA. The MHC is HLA-DPA10201-DPB10501 with pseudo-sequence HLA-DPA10201-DPB10501. The binding affinity (normalized) is 0.804. (5) The peptide sequence is YKAAVDLSHFLKEKGGL. The MHC is DRB1_1501 with pseudo-sequence DRB1_1501. The binding affinity (normalized) is 0.0997. (6) The peptide sequence is KIVSLIKNLLVALKD. The MHC is DRB1_0301 with pseudo-sequence DRB1_0301. The binding affinity (normalized) is 0.173. (7) The peptide sequence is ATAAAIQLKCSDSMP. The MHC is DRB1_0405 with pseudo-sequence DRB1_0405. The binding affinity (normalized) is 0.125. (8) The peptide sequence is GCWGQVTLTVTVTAATLL. The MHC is DRB1_1501 with pseudo-sequence DRB1_1501. The binding affinity (normalized) is 0. (9) The MHC is HLA-DPA10201-DPB11401 with pseudo-sequence HLA-DPA10201-DPB11401. The binding affinity (normalized) is 0.837. The peptide sequence is AFKVAATAANAAPDN.